Dataset: Forward reaction prediction with 1.9M reactions from USPTO patents (1976-2016). Task: Predict the product of the given reaction. (1) The product is: [O:8]1[CH2:11][CH2:12][O:13][CH:7]1[C:6]1[CH:9]=[CH:10][C:3]([C:1]#[N:2])=[CH:4][CH:5]=1. Given the reactants [C:1]([C:3]1[CH:10]=[CH:9][C:6]([CH:7]=[O:8])=[CH:5][CH:4]=1)#[N:2].[CH2:11](O)[CH2:12][OH:13].C1(C)C=CC(S(O)(=O)=O)=CC=1, predict the reaction product. (2) Given the reactants Cl[C:2]1[CH:3]=[C:4]2[C:9](=[C:10]([NH:12][C:13]3[CH:18]=[CH:17][C:16]([N:19]4[CH2:24][CH2:23][N:22]([CH3:25])[CH2:21][CH2:20]4)=[CH:15][C:14]=3[O:26][CH3:27])[N:11]=1)[C:8](=[O:28])[NH:7][CH:6]=[CH:5]2.[Br-].[Cl:30][C:31]1[CH:38]=[CH:37][CH:36]=[C:35]([Cl:39])[C:32]=1[CH2:33][Zn+], predict the reaction product. The product is: [Cl:30][C:31]1[CH:38]=[CH:37][CH:36]=[C:35]([Cl:39])[C:32]=1[CH2:33][C:2]1[CH:3]=[C:4]2[C:9](=[C:10]([NH:12][C:13]3[CH:18]=[CH:17][C:16]([N:19]4[CH2:24][CH2:23][N:22]([CH3:25])[CH2:21][CH2:20]4)=[CH:15][C:14]=3[O:26][CH3:27])[N:11]=1)[C:8](=[O:28])[NH:7][CH:6]=[CH:5]2.